Dataset: Forward reaction prediction with 1.9M reactions from USPTO patents (1976-2016). Task: Predict the product of the given reaction. Given the reactants Br[C:2]1[CH:3]=[C:4]([CH:8]=[CH:9][C:10]=1[CH3:11])[C:5]([OH:7])=[O:6].[Li]CCCC.[B:17](OC)([O:20]C)[O:18]C, predict the reaction product. The product is: [B:17]([C:2]1[CH:3]=[C:4]([CH:8]=[CH:9][C:10]=1[CH3:11])[C:5]([OH:7])=[O:6])([OH:20])[OH:18].